Dataset: Reaction yield outcomes from USPTO patents with 853,638 reactions. Task: Predict the reaction yield, written as a fraction of the theoretical maximum amount of product (1.0 means a 100% yield; for example, 0.34 means a 34% yield). (1) No catalyst specified. The reactants are [F:1][C:2]1[C:7]2[O:8][CH2:9][O:10][C:6]=2[CH:5]=[C:4]([CH2:11]O)[CH:3]=1.C([O-])(O)=O.[Na+].O=S(Cl)[Cl:20]. The yield is 0.920. The product is [Cl:20][CH2:11][C:4]1[CH:3]=[C:2]([F:1])[C:7]2[O:8][CH2:9][O:10][C:6]=2[CH:5]=1. (2) The reactants are C([O:3][C:4](=[O:31])[CH2:5][C:6]1[CH:11]=[CH:10][C:9]([N:12]2[CH2:20][C:19]3[C:18]([O:21][CH2:22][CH3:23])=[C:17]4[CH:24]=[CH:25][CH:26]=[CH:27][C:16]4=[C:15]([O:28][CH2:29][CH3:30])[C:14]=3[CH2:13]2)=[CH:8][CH:7]=1)C.[OH-].[Li+]. The catalyst is O1CCCC1.O. The product is [CH2:22]([O:21][C:18]1[C:19]2[CH2:20][N:12]([C:9]3[CH:8]=[CH:7][C:6]([CH2:5][C:4]([OH:31])=[O:3])=[CH:11][CH:10]=3)[CH2:13][C:14]=2[C:15]([O:28][CH2:29][CH3:30])=[C:16]2[CH:27]=[CH:26][CH:25]=[CH:24][C:17]=12)[CH3:23]. The yield is 0.430. (3) The reactants are [Cl:1][C:2]1[CH:7]=[CH:6][C:5]([C:8]2[C:14]3[CH:15]=[C:16]([O:19]CC(OCC)=O)[CH:17]=[CH:18][C:13]=3[N:12]3[C:26]([CH3:29])=[N:27][N:28]=[C:11]3[C@H:10]([CH2:30][C:31]([NH:33][CH2:34][CH3:35])=[O:32])[N:9]=2)=[CH:4][CH:3]=1.Br[CH2:37][CH2:38][CH2:39][C:40]([O:42][CH2:43][CH3:44])=[O:41]. No catalyst specified. The product is [Cl:1][C:2]1[CH:3]=[CH:4][C:5]([C:8]2[C:14]3[CH:15]=[C:16]([O:19][CH2:37][CH2:38][CH2:39][C:40]([O:42][CH2:43][CH3:44])=[O:41])[CH:17]=[CH:18][C:13]=3[N:12]3[C:26]([CH3:29])=[N:27][N:28]=[C:11]3[C@H:10]([CH2:30][C:31]([NH:33][CH2:34][CH3:35])=[O:32])[N:9]=2)=[CH:6][CH:7]=1. The yield is 0.870. (4) The reactants are [CH2:1]([NH3+:7])[C@H:2]([OH:6])[C:3]([O-:5])=[O:4].CN1CCOCC1.[CH3:15][C:16]([O:19][C:20](O[C:20]([O:19][C:16]([CH3:18])([CH3:17])[CH3:15])=[O:21])=[O:21])([CH3:18])[CH3:17].NCC(O)=O.C([O-])(O)=O.[Na+]. The catalyst is O1CCOCC1.O. The product is [C:20]([NH:7][CH2:1][C@H:2]([OH:6])[C:3]([OH:5])=[O:4])([O:19][C:16]([CH3:18])([CH3:17])[CH3:15])=[O:21]. The yield is 0.815. (5) The reactants are [CH:1]1([CH2:4][NH:5][C@:6]23[CH2:41][CH2:40][C@@H:39]([C:42]([CH3:44])=[CH2:43])[C@@H:7]2[C@@H:8]2[C@@:21]([CH3:24])([CH2:22][CH2:23]3)[C@@:20]3([CH3:25])[C@@H:11]([C@:12]4([CH3:38])[C@@H:17]([CH2:18][CH2:19]3)[C:16]([CH3:27])([CH3:26])[C:15]([C:28]3[CH:37]=[CH:36][C:31]([C:32]([O:34]C)=[O:33])=[CH:30][CH:29]=3)=[CH:14][CH2:13]4)[CH2:10][CH2:9]2)[CH2:3][CH2:2]1.[OH-].[Na+]. The catalyst is O1CCOCC1. The product is [CH:1]1([CH2:4][NH:5][C@:6]23[CH2:41][CH2:40][C@@H:39]([C:42]([CH3:44])=[CH2:43])[C@@H:7]2[C@@H:8]2[C@@:21]([CH3:24])([CH2:22][CH2:23]3)[C@@:20]3([CH3:25])[C@@H:11]([C@:12]4([CH3:38])[C@@H:17]([CH2:18][CH2:19]3)[C:16]([CH3:26])([CH3:27])[C:15]([C:28]3[CH:37]=[CH:36][C:31]([C:32]([OH:34])=[O:33])=[CH:30][CH:29]=3)=[CH:14][CH2:13]4)[CH2:10][CH2:9]2)[CH2:3][CH2:2]1. The yield is 0.269. (6) The reactants are [Cl-].O[NH3+:3].[C:4](=[O:7])([O-])[OH:5].[Na+].CS(C)=O.[CH2:13]([C:15]1[S:51][C:18]2[N:19]([CH2:36][C:37]3[CH:42]=[CH:41][C:40]([C:43]4[C:44]([C:49]#[N:50])=[CH:45][CH:46]=[CH:47][CH:48]=4)=[CH:39][CH:38]=3)[C:20](=[O:35])[N:21]([CH2:24][C:25]([C:28]3[CH:33]=[CH:32][C:31]([F:34])=[CH:30][CH:29]=3)([OH:27])[CH3:26])[C:22](=[O:23])[C:17]=2[CH:16]=1)[CH3:14]. The catalyst is C(Cl)(Cl)Cl. The product is [CH2:13]([C:15]1[S:51][C:18]2[N:19]([CH2:36][C:37]3[CH:42]=[CH:41][C:40]([C:43]4[CH:48]=[CH:47][CH:46]=[CH:45][C:44]=4[C:49]4[NH:3][C:4](=[O:7])[O:5][N:50]=4)=[CH:39][CH:38]=3)[C:20](=[O:35])[N:21]([CH2:24][C:25]([C:28]3[CH:29]=[CH:30][C:31]([F:34])=[CH:32][CH:33]=3)([OH:27])[CH3:26])[C:22](=[O:23])[C:17]=2[CH:16]=1)[CH3:14]. The yield is 0.270.